From a dataset of Full USPTO retrosynthesis dataset with 1.9M reactions from patents (1976-2016). Predict the reactants needed to synthesize the given product. (1) Given the product [N:22]1([CH2:21][C:20]2[C:13]3[O:12]/[C:11](=[CH:10]\[C:3]4[C:4]5[C:9](=[CH:8][CH:7]=[CH:6][CH:5]=5)[NH:1][CH:2]=4)/[C:15](=[O:16])[C:14]=3[CH:17]=[CH:18][C:19]=2[OH:36])[CH2:28][CH2:27][CH2:26][NH:25][CH2:24][CH2:23]1, predict the reactants needed to synthesize it. The reactants are: [NH:1]1[C:9]2[C:4](=[CH:5][CH:6]=[CH:7][CH:8]=2)[C:3](/[CH:10]=[C:11]2\[O:12][C:13]3[C:20]([CH2:21][N:22]4[CH2:28][CH2:27][CH2:26][N:25](C(OC(C)(C)C)=O)[CH2:24][CH2:23]4)=[C:19]([OH:36])[CH:18]=[CH:17][C:14]=3[C:15]\2=[O:16])=[CH:2]1.Cl. (2) The reactants are: [NH2:1][C:2]1[CH:3]=[C:4]2[C:20](=[O:21])[NH:19][N:18]=[CH:17][C:6]3=[C:7]([C:11]4[CH:16]=[CH:15][CH:14]=[CH:13][CH:12]=4)[NH:8][C:9]([CH:10]=1)=[C:5]23.[Cl:22][C:23]1[CH:24]=[C:25]([CH2:29][C:30](O)=[O:31])[CH:26]=[CH:27][CH:28]=1.C(N(CC)CC)C.F[P-](F)(F)(F)(F)F.N1(OC(N(C)C)=[N+](C)C)C2N=CC=CC=2N=N1. Given the product [Cl:22][C:23]1[CH:24]=[C:25]([CH2:29][C:30]([NH:1][C:2]2[CH:3]=[C:4]3[C:20](=[O:21])[NH:19][N:18]=[CH:17][C:6]4=[C:7]([C:11]5[CH:12]=[CH:13][CH:14]=[CH:15][CH:16]=5)[NH:8][C:9]([CH:10]=2)=[C:5]34)=[O:31])[CH:26]=[CH:27][CH:28]=1, predict the reactants needed to synthesize it. (3) The reactants are: [Br:1][C:2]1[C:7]2[CH:8](O)[CH2:9][CH2:10][CH2:11][CH2:12][C:6]=2[C:5]([CH3:14])=[CH:4][CH:3]=1.O.C1(C)C=CC(S(O)(=O)=O)=CC=1. Given the product [Br:1][C:2]1[C:7]2[CH:8]=[CH:9][CH2:10][CH2:11][CH2:12][C:6]=2[C:5]([CH3:14])=[CH:4][CH:3]=1, predict the reactants needed to synthesize it. (4) Given the product [OH:8][CH2:7][CH:4]1[CH2:5][CH2:6][N:1]([C:12](=[O:13])[CH2:11][C:10](=[O:14])[CH3:9])[CH2:2][CH2:3]1, predict the reactants needed to synthesize it. The reactants are: [NH:1]1[CH2:6][CH2:5][CH:4]([CH2:7][OH:8])[CH2:3][CH2:2]1.[CH2:9]=[C:10]1[O:14][C:12](=[O:13])[CH2:11]1. (5) Given the product [Cl:1][C:2]1[C:11]2[C:10](=[O:12])[N:9]([CH3:16])[CH:8]=[N:7][C:6]=2[CH:5]=[C:4]([Cl:13])[N:3]=1, predict the reactants needed to synthesize it. The reactants are: [Cl:1][C:2]1[C:11]2[C:10](=[O:12])[NH:9][CH:8]=[N:7][C:6]=2[CH:5]=[C:4]([Cl:13])[N:3]=1.[H-].[Na+].[CH3:16]I.CO.